From a dataset of NCI-60 drug combinations with 297,098 pairs across 59 cell lines. Regression. Given two drug SMILES strings and cell line genomic features, predict the synergy score measuring deviation from expected non-interaction effect. (1) Drug 1: CC(C1=C(C=CC(=C1Cl)F)Cl)OC2=C(N=CC(=C2)C3=CN(N=C3)C4CCNCC4)N. Drug 2: C1=NC(=NC(=O)N1C2C(C(C(O2)CO)O)O)N. Cell line: SF-268. Synergy scores: CSS=4.80, Synergy_ZIP=0.857, Synergy_Bliss=6.61, Synergy_Loewe=2.45, Synergy_HSA=2.94. (2) Synergy scores: CSS=-0.847, Synergy_ZIP=1.65, Synergy_Bliss=1.35, Synergy_Loewe=0.195, Synergy_HSA=-0.309. Cell line: PC-3. Drug 1: C1CCC(C1)C(CC#N)N2C=C(C=N2)C3=C4C=CNC4=NC=N3. Drug 2: CC(C)(C#N)C1=CC(=CC(=C1)CN2C=NC=N2)C(C)(C)C#N. (3) Drug 1: CC(C1=C(C=CC(=C1Cl)F)Cl)OC2=C(N=CC(=C2)C3=CN(N=C3)C4CCNCC4)N. Drug 2: C(CC(=O)O)C(=O)CN.Cl. Cell line: SNB-75. Synergy scores: CSS=7.14, Synergy_ZIP=-2.20, Synergy_Bliss=-0.646, Synergy_Loewe=-0.0793, Synergy_HSA=-0.520.